Dataset: Catalyst prediction with 721,799 reactions and 888 catalyst types from USPTO. Task: Predict which catalyst facilitates the given reaction. (1) Reactant: [N+:1]([C:4]1[CH:9]=[CH:8][CH:7]=[C:6]([N+:10]([O-:12])=[O:11])[C:5]=1[CH3:13])([O-:3])=[O:2].[CH2:14]([O:16][C:17](=[O:23])[C:18](OCC)=[O:19])[CH3:15].CC[O-].[Na+].Cl. Product: [N+:1]([C:4]1[CH:9]=[CH:8][CH:7]=[C:6]([N+:10]([O-:12])=[O:11])[C:5]=1[CH2:13][C:18](=[O:19])[C:17]([O:16][CH2:14][CH3:15])=[O:23])([O-:3])=[O:2]. The catalyst class is: 8. (2) Reactant: [NH2:1][C:2]1[C:7]([Br:8])=[CH:6][C:5]([Br:9])=[CH:4][N:3]=1.Br[CH:11]([CH3:15])[C:12](=O)[CH3:13]. Product: [Br:9][C:5]1[CH:6]=[C:7]([Br:8])[C:2]2[N:3]([C:11]([CH3:15])=[C:12]([CH3:13])[N:1]=2)[CH:4]=1. The catalyst class is: 7. (3) Reactant: [CH3:1][O:2][C:3]1[N:13]=[CH:12][C:11]2[S:10][CH2:9][CH2:8][N:7]([CH2:14][C:15]3[CH:16]=[CH:17][C:18]([C:21]([O:23]C)=[O:22])=[N:19][CH:20]=3)[CH2:6][C:5]=2[CH:4]=1.CO.C1COCC1.[OH-].[Li+]. Product: [CH3:1][O:2][C:3]1[N:13]=[CH:12][C:11]2[S:10][CH2:9][CH2:8][N:7]([CH2:14][C:15]3[CH:16]=[CH:17][C:18]([C:21]([OH:23])=[O:22])=[N:19][CH:20]=3)[CH2:6][C:5]=2[CH:4]=1. The catalyst class is: 6. (4) The catalyst class is: 829. Product: [Br:1][C:2]1[CH:8]=[CH:7][C:5]([NH2:6])=[C:4]([N+:9]([O-:11])=[O:10])[C:3]=1[O:27][C:21]1[CH:22]=[CH:23][C:24]([F:26])=[CH:25][C:20]=1[F:19]. Reactant: [Br:1][C:2]1[CH:8]=[CH:7][C:5]([NH2:6])=[C:4]([N+:9]([O-:11])=[O:10])[C:3]=1F.C(=O)([O-])[O-].[Cs+].[Cs+].[F:19][C:20]1[CH:25]=[C:24]([F:26])[CH:23]=[CH:22][C:21]=1[OH:27]. (5) Reactant: O1CCCC1.B.[CH2:7]([NH:9][C:10](=O)[CH2:11][C:12]1[CH:16]=[CH:15][N:14]([C:17]2[CH:22]=[CH:21][C:20]([F:23])=[CH:19][N:18]=2)[N:13]=1)[CH3:8].Cl.C(Cl)(Cl)Cl. Product: [CH2:7]([NH:9][CH2:10][CH2:11][C:12]1[CH:16]=[CH:15][N:14]([C:17]2[CH:22]=[CH:21][C:20]([F:23])=[CH:19][N:18]=2)[N:13]=1)[CH3:8]. The catalyst class is: 1. (6) Reactant: [N+](C1C=CC(C([O:10][CH2:11][CH2:12][CH2:13][CH2:14][CH:15]([O:17][N+:18]([O-:20])=[O:19])[CH3:16])=O)=CC=1)([O-])=O.[OH-].[Na+]. Product: [N+:18]([O:17][CH:15]([CH3:16])[CH2:14][CH2:13][CH2:12][CH2:11][OH:10])([O-:20])=[O:19]. The catalyst class is: 5. (7) Reactant: [CH2:1]([N:3]([CH2:57][CH3:58])[C:4]1[CH:9]=[CH:8][C:7]([NH:10][C:11]([C:13]2[CH:14]=[C:15]([CH2:19][CH2:20][CH2:21][O:22][CH2:23][CH2:24][O:25][CH2:26][CH2:27][O:28][CH2:29][CH2:30][O:31][CH2:32][CH2:33][C:34](O)=[O:35])[CH:16]=[CH:17][CH:18]=2)=[O:12])=[C:6]([C:37]2[CH:42]=[C:41]([C:43](=[O:56])[NH:44][CH2:45][C:46]3[CH:51]=[CH:50][CH:49]=[C:48]([C:52]([F:55])([F:54])[F:53])[CH:47]=3)[CH:40]=[CH:39][N:38]=2)[CH:5]=1)[CH3:2].[N:59]1(C(OC(C)(C)C)=O)[CH2:64][CH2:63][NH:62][CH2:61][CH2:60]1.CCN(C(C)C)C(C)C.CN(C(ON1N=NC2C=CC=NC1=2)=[N+](C)C)C.F[P-](F)(F)(F)(F)F. The catalyst class is: 3. Product: [CH2:57]([N:3]([CH2:1][CH3:2])[C:4]1[CH:9]=[CH:8][C:7]([NH:10][C:11](=[O:12])[C:13]2[CH:18]=[CH:17][CH:16]=[C:15]([CH2:19][CH2:20][CH2:21][O:22][CH2:23][CH2:24][O:25][CH2:26][CH2:27][O:28][CH2:29][CH2:30][O:31][CH2:32][CH2:33][C:34](=[O:35])[N:59]3[CH2:64][CH2:63][NH:62][CH2:61][CH2:60]3)[CH:14]=2)=[C:6]([C:37]2[CH:42]=[C:41]([CH:40]=[CH:39][N:38]=2)[C:43]([NH:44][CH2:45][C:46]2[CH:51]=[CH:50][CH:49]=[C:48]([C:52]([F:53])([F:54])[F:55])[CH:47]=2)=[O:56])[CH:5]=1)[CH3:58].